From a dataset of Forward reaction prediction with 1.9M reactions from USPTO patents (1976-2016). Predict the product of the given reaction. (1) Given the reactants [O:1]1[CH2:7][CH2:6][C:5](=[O:8])[NH:4][CH2:3][CH2:2]1.O.[CH2:10](Cl)Cl, predict the reaction product. The product is: [CH3:10][O:8][C:5]1[CH2:6][CH2:7][O:1][CH2:2][CH2:3][N:4]=1. (2) Given the reactants [CH2:1]([CH:3]([CH2:34][CH3:35])[CH:4]([NH:16][C:17]1[CH:22]=[CH:21][C:20]([C:23]([N:25]([CH3:33])[CH2:26][CH2:27][C:28]([O:30]CC)=[O:29])=[O:24])=[CH:19][CH:18]=1)[C:5]1[O:6][C:7]2[CH:14]=[CH:13][C:12]([F:15])=[CH:11][C:8]=2[C:9]=1[CH3:10])[CH3:2].[OH-].[Na+], predict the reaction product. The product is: [CH2:34]([CH:3]([CH2:1][CH3:2])[CH:4]([NH:16][C:17]1[CH:22]=[CH:21][C:20]([C:23]([N:25]([CH3:33])[CH2:26][CH2:27][C:28]([OH:30])=[O:29])=[O:24])=[CH:19][CH:18]=1)[C:5]1[O:6][C:7]2[CH:14]=[CH:13][C:12]([F:15])=[CH:11][C:8]=2[C:9]=1[CH3:10])[CH3:35]. (3) Given the reactants I[C:2]1[CH:3]=[C:4]2[C:8](=[CH:9][CH:10]=1)[N:7]([CH:11]1[CH2:16][CH2:15][CH2:14][CH2:13][O:12]1)[N:6]=[C:5]2[CH:17]=[O:18].[N:19]1[CH:24]=[CH:23][CH:22]=[C:21](B(O)O)[CH:20]=1.[O-]P([O-])([O-])=O.[K+].[K+].[K+], predict the reaction product. The product is: [N:19]1[CH:24]=[CH:23][CH:22]=[C:21]([C:2]2[CH:3]=[C:4]3[C:8](=[CH:9][CH:10]=2)[N:7]([CH:11]2[CH2:16][CH2:15][CH2:14][CH2:13][O:12]2)[N:6]=[C:5]3[CH:17]=[O:18])[CH:20]=1. (4) Given the reactants C([O:4][C:5](=[O:49])[CH:6]([NH:15][C:16]([O:18][C:19]1[CH:24]=[CH:23][C:22]([CH2:25][O:26][C:27]([N:29]2[C:35]3[CH:36]=[C:37]([O:42][CH3:43])[C:38]([O:40][CH3:41])=[CH:39][C:34]=3[C:33](=[O:44])[N:32]3[CH2:45][CH2:46][CH2:47][C@H:31]3[C@@H:30]2[OH:48])=[O:28])=[CH:21][CH:20]=1)=[O:17])[CH2:7][CH2:8][C:9]([O:11]CC=C)=[O:10])C=C.N1CCCC1, predict the reaction product. The product is: [CH3:41][O:40][C:38]1[C:37]([O:42][CH3:43])=[CH:36][C:35]2[N:29]([C:27]([O:26][CH2:25][C:22]3[CH:21]=[CH:20][C:19]([O:18][C:16]([NH:15][CH:6]([CH2:7][CH2:8][C:9]([OH:11])=[O:10])[C:5]([OH:49])=[O:4])=[O:17])=[CH:24][CH:23]=3)=[O:28])[C@@H:30]([OH:48])[C@@H:31]3[CH2:47][CH2:46][CH2:45][N:32]3[C:33](=[O:44])[C:34]=2[CH:39]=1. (5) Given the reactants C[Si](C)(C)[C:3]([F:6])([F:5])[F:4].Br[CH2:10][C:11]1[CH:16]=[CH:15][CH:14]=[C:13]([CH3:17])[C:12]=1[O:18][CH3:19].[F-].[K+].[OH-].[Na+], predict the reaction product. The product is: [CH3:19][O:18][C:12]1[C:13]([CH2:17][C:3]([F:6])([F:5])[F:4])=[CH:14][CH:15]=[CH:16][C:11]=1[CH3:10]. (6) Given the reactants [CH3:1][C:2]1[N:3]=[CH:4][S:5][C:6]=1[N:7]1[CH2:12][CH2:11][N:10](C(OC(C)(C)C)=O)[CH2:9][CH2:8]1.[ClH:20].O1CCOCC1.CO, predict the reaction product. The product is: [ClH:20].[ClH:20].[CH3:1][C:2]1[N:3]=[CH:4][S:5][C:6]=1[N:7]1[CH2:12][CH2:11][NH:10][CH2:9][CH2:8]1.